Dataset: Forward reaction prediction with 1.9M reactions from USPTO patents (1976-2016). Task: Predict the product of the given reaction. (1) Given the reactants [OH:1][C:2]1[CH:7]=[CH:6][C:5]([C:8]2[CH:16]=[CH:15][C:11]([C:12]([OH:14])=[O:13])=[CH:10][CH:9]=2)=[CH:4][CH:3]=1.Br[CH2:18][CH2:19][CH2:20][CH2:21][CH2:22][CH2:23][OH:24].[OH-].[K+], predict the reaction product. The product is: [OH:24][CH2:23][CH2:22][CH2:21][CH2:20][CH2:19][CH2:18][O:1][C:2]1[CH:3]=[CH:4][C:5]([C:8]2[CH:16]=[CH:15][C:11]([C:12]([OH:14])=[O:13])=[CH:10][CH:9]=2)=[CH:6][CH:7]=1. (2) Given the reactants F[C:2]1[CH:3]=[CH:4][C:5]([N+:10]([O-:12])=[O:11])=[C:6]([O:8][CH3:9])[CH:7]=1.[OH2:13].[OH-].[Na+].Cl, predict the reaction product. The product is: [CH3:9][O:8][C:6]1[CH:7]=[C:2]([OH:13])[CH:3]=[CH:4][C:5]=1[N+:10]([O-:12])=[O:11]. (3) Given the reactants [F:1][C:2]([F:15])([F:14])[C:3]([NH:5][C:6]1[CH:11]=[CH:10][CH:9]=[C:8]([NH:12][CH3:13])[CH:7]=1)=[O:4].Cl[C:17]1[CH:22]=[CH:21][C:20]([N+:23]([O-:25])=[O:24])=[CH:19][N:18]=1.C(=O)([O-])O.[Na+], predict the reaction product. The product is: [F:1][C:2]([F:14])([F:15])[C:3]([NH:5][C:6]1[CH:11]=[CH:10][CH:9]=[C:8]([N:12]([CH3:13])[C:17]2[CH:22]=[CH:21][C:20]([N+:23]([O-:25])=[O:24])=[CH:19][N:18]=2)[CH:7]=1)=[O:4]. (4) Given the reactants Cl[C:2]1[N:3]=[C:4]([NH:15][CH3:16])[C:5]2[N:11]=[C:10]([Cl:12])[N:9]=[C:8]([NH:13][CH3:14])[C:6]=2[N:7]=1.[CH2:17]([NH2:20])[CH2:18][CH3:19], predict the reaction product. The product is: [Cl:12][C:10]1[N:9]=[C:8]([NH:13][CH3:14])[C:6]2[N:7]=[C:2]([NH:20][CH2:17][CH2:18][CH3:19])[N:3]=[C:4]([NH:15][CH3:16])[C:5]=2[N:11]=1. (5) Given the reactants [Cl:1][C:2]1[CH:3]=[C:4]2[C:26](=[CH:27][CH:28]=1)[C:12]1[NH:13][C:14]([C:16]3[C:23]([C:24]#[N:25])=[CH:22][CH:21]=[CH:20][C:17]=3[C:18]#[N:19])=[N:15][C:11]=1[C:10]1[CH:9]=[CH:8][C:7]([C:29]#[C:30][C:31](O)([CH3:33])[CH3:32])=[CH:6][C:5]2=1.CC[N+](S(N=C(OC)[O-])(=O)=O)(CC)CC, predict the reaction product. The product is: [Cl:1][C:2]1[CH:28]=[CH:27][C:26]2[C:12]3[N:13]=[C:14]([C:16]4[C:17]([C:18]#[N:19])=[CH:20][CH:21]=[CH:22][C:23]=4[C:24]#[N:25])[NH:15][C:11]=3[C:10]3[C:5](=[CH:6][C:7]([C:29]#[C:30][C:31]([CH3:33])=[CH2:32])=[CH:8][CH:9]=3)[C:4]=2[CH:3]=1. (6) Given the reactants [CH3:1][O:2]/[N:3]=[C:4](/[C:15]1[CH:20]=[CH:19][C:18]([S:21]([CH3:24])(=[O:23])=[O:22])=[CH:17][CH:16]=1)\[CH2:5][O:6][C:7]1[CH:12]=[CH:11][C:10]([CH2:13][OH:14])=[CH:9][CH:8]=1.O[C:26]1[CH:31]=[CH:30][C:29]([CH2:32][CH2:33][C:34]([O:36]C)=[O:35])=[CH:28][CH:27]=1, predict the reaction product. The product is: [CH3:1][O:2]/[N:3]=[C:4](/[C:15]1[CH:20]=[CH:19][C:18]([S:21]([CH3:24])(=[O:23])=[O:22])=[CH:17][CH:16]=1)\[CH2:5][O:6][C:7]1[CH:8]=[CH:9][C:10]([CH2:13][O:14][C:26]2[CH:31]=[CH:30][C:29]([CH2:32][CH2:33][C:34]([OH:36])=[O:35])=[CH:28][CH:27]=2)=[CH:11][CH:12]=1. (7) Given the reactants [F:1][C:2]1[CH:3]=[C:4]([NH:9][C:10]([C:12]2[CH:13]=[C:14]([S:18](Cl)(=[O:20])=[O:19])[S:15][C:16]=2[CH3:17])=[O:11])[CH:5]=[CH:6][C:7]=1[F:8].[F:22][C:23]([F:29])([F:28])[C:24]([NH2:27])([CH3:26])[CH3:25], predict the reaction product. The product is: [F:1][C:2]1[CH:3]=[C:4]([NH:9][C:10]([C:12]2[CH:13]=[C:14]([S:18](=[O:20])(=[O:19])[NH:27][C:24]([CH3:26])([CH3:25])[C:23]([F:29])([F:28])[F:22])[S:15][C:16]=2[CH3:17])=[O:11])[CH:5]=[CH:6][C:7]=1[F:8]. (8) The product is: [C:1]([N:4]1[CH2:9][CH2:8][N:7]([C:10](=[O:31])[C:11]2[CH:16]=[CH:15][CH:14]=[C:13]([S:17][C:18]3[S:22][C:21]([NH:23][C:24]4[CH:29]=[CH:28][CH:27]=[C:26]([N:32]5[CH2:37][CH2:36][CH2:35][CH2:34][CH2:33]5)[N:25]=4)=[N:20][CH:19]=3)[CH:12]=2)[CH2:6][CH2:5]1)(=[O:3])[CH3:2]. Given the reactants [C:1]([N:4]1[CH2:9][CH2:8][N:7]([C:10](=[O:31])[C:11]2[CH:16]=[CH:15][CH:14]=[C:13]([S:17][C:18]3[S:22][C:21]([NH:23][C:24]4[CH:29]=[CH:28][CH:27]=[C:26](Br)[N:25]=4)=[N:20][CH:19]=3)[CH:12]=2)[CH2:6][CH2:5]1)(=[O:3])[CH3:2].[NH:32]1[CH2:37][CH2:36][CH2:35][CH2:34][CH2:33]1, predict the reaction product.